Dataset: Forward reaction prediction with 1.9M reactions from USPTO patents (1976-2016). Task: Predict the product of the given reaction. Given the reactants [CH3:1][S:2]([C:5]1[CH:10]=[CH:9][C:8]([C:11]2([CH:20]3[CH2:25][CH2:24][N:23]([CH:26]([CH3:30])[CH2:27][CH2:28][NH2:29])[CH2:22][CH2:21]3)[O:15][C:14]3[CH:16]=[CH:17][CH:18]=[CH:19][C:13]=3[O:12]2)=[CH:7][CH:6]=1)(=[O:4])=[O:3].[CH3:31][C:32]1[N:40]=[CH:39][CH:38]=[C:37]([CH3:41])[C:33]=1[C:34](O)=[O:35], predict the reaction product. The product is: [CH3:1][S:2]([C:5]1[CH:10]=[CH:9][C:8]([C:11]2([CH:20]3[CH2:25][CH2:24][N:23]([CH:26]([CH3:30])[CH2:27][CH2:28][NH:29][C:34](=[O:35])[C:33]4[C:37]([CH3:41])=[CH:38][CH:39]=[N:40][C:32]=4[CH3:31])[CH2:22][CH2:21]3)[O:15][C:14]3[CH:16]=[CH:17][CH:18]=[CH:19][C:13]=3[O:12]2)=[CH:7][CH:6]=1)(=[O:3])=[O:4].